Dataset: Forward reaction prediction with 1.9M reactions from USPTO patents (1976-2016). Task: Predict the product of the given reaction. (1) Given the reactants [O:1]1[C:22]2[C:5](=[CH:6][C:7]3[CH2:13][CH2:12][N:11]([C:14]([O:16][C:17]([CH3:20])([CH3:19])[CH3:18])=[O:15])[CH2:10][CH2:9][C:8]=3[CH:21]=2)[NH:4][CH2:3][CH2:2]1.[CH3:23][S:24](Cl)(=[O:26])=[O:25].C(N(C(C)C)CC)(C)C.O, predict the reaction product. The product is: [CH3:23][S:24]([N:4]1[C:5]2=[CH:6][C:7]3[CH2:13][CH2:12][N:11]([C:14]([O:16][C:17]([CH3:18])([CH3:19])[CH3:20])=[O:15])[CH2:10][CH2:9][C:8]=3[CH:21]=[C:22]2[O:1][CH2:2][CH2:3]1)(=[O:26])=[O:25]. (2) Given the reactants C1(P(C2C=CC=CC=2)C2C=CC=CC=2)C=CC=CC=1.[CH2:20]([C:22]1[CH:23]=[CH:24][C:25]([O:36][CH:37]([CH3:41])[CH2:38][CH2:39][OH:40])=[C:26]([C:28]([C:30]2[CH:35]=[CH:34][CH:33]=[CH:32][CH:31]=2)=[O:29])[CH:27]=1)[CH3:21].[CH2:42]([O:44][C:45](=[O:55])[CH2:46][O:47][C:48]1[CH:53]=[CH:52][C:51](O)=[CH:50][CH:49]=1)[CH3:43].CCOC(/N=N/C(OCC)=O)=O, predict the reaction product. The product is: [CH2:42]([O:44][C:45](=[O:55])[CH2:46][O:47][C:48]1[CH:53]=[CH:52][C:51]([O:40][CH2:39][CH2:38][CH:37]([O:36][C:25]2[CH:24]=[CH:23][C:22]([CH2:20][CH3:21])=[CH:27][C:26]=2[C:28](=[O:29])[C:30]2[CH:31]=[CH:32][CH:33]=[CH:34][CH:35]=2)[CH3:41])=[CH:50][CH:49]=1)[CH3:43]. (3) Given the reactants C(N(CC)C(C)C)(C)C.Cl.[F:11][C:12]1[CH:21]=[CH:20][C:15]([C:16](=[NH:19])[O:17][CH3:18])=[CH:14][CH:13]=1.Cl.[CH3:23][O:24][C:25](=[O:30])[CH:26](CO)N, predict the reaction product. The product is: [F:11][C:12]1[CH:13]=[CH:14][C:15]([C:16]2[O:17][CH2:18][CH:26]([C:25]([O:24][CH3:23])=[O:30])[N:19]=2)=[CH:20][CH:21]=1. (4) Given the reactants Cl[C:2]1[N:3]=[N:4][C:5]([Cl:21])=[C:6]([NH:8][C:9]2[CH:14]=[CH:13][CH:12]=[CH:11][C:10]=2[S:15]([CH:18]([CH3:20])[CH3:19])(=[O:17])=[O:16])[N:7]=1.[CH2:22]([P:24]([C:28]1[CH:34]=[CH:33][C:31]([NH2:32])=[C:30]([O:35][CH3:36])[CH:29]=1)([CH2:26][CH3:27])=[O:25])[CH3:23].C12(CS(O)(=O)=O)C(C)(C)C(CC1)CC2=O, predict the reaction product. The product is: [Cl:21][C:5]1[N:4]=[N:3][C:2]([NH:32][C:31]2[CH:33]=[CH:34][C:28]([P:24]([CH2:26][CH3:27])([CH2:22][CH3:23])=[O:25])=[CH:29][C:30]=2[O:35][CH3:36])=[N:7][C:6]=1[NH:8][C:9]1[CH:14]=[CH:13][CH:12]=[CH:11][C:10]=1[S:15]([CH:18]([CH3:20])[CH3:19])(=[O:17])=[O:16]. (5) Given the reactants I[C:2]1[CH:7]=[CH:6][CH:5]=[C:4]([C:8]([F:11])([F:10])[F:9])[CH:3]=1.[C:12]([C:14]1[CH:15]=[N:16][CH:17]=[C:18]([O:20][CH3:21])[CH:19]=1)#[CH:13], predict the reaction product. The product is: [CH3:21][O:20][C:18]1[CH:17]=[N:16][CH:15]=[C:14]([C:12]#[C:13][C:2]2[CH:7]=[CH:6][CH:5]=[C:4]([C:8]([F:11])([F:10])[F:9])[CH:3]=2)[CH:19]=1. (6) Given the reactants [NH2:1][C:2]1[CH:9]=[C:8](F)[C:5]([C:6]#[N:7])=[CH:4][N:3]=1.[CH3:11][O:12][CH2:13][CH2:14][NH2:15].CCN(C(C)C)C(C)C, predict the reaction product. The product is: [NH2:1][C:2]1[CH:9]=[C:8]([NH:15][CH2:14][CH2:13][O:12][CH3:11])[C:5]([C:6]#[N:7])=[CH:4][N:3]=1. (7) The product is: [C:1]([O:4][CH2:5][CH:6]([I:12])[C:7]([O:9][CH3:10])=[O:8])(=[O:3])[CH3:2]. Given the reactants [C:1]([O:4][CH2:5][CH:6](Br)[C:7]([O:9][CH3:10])=[O:8])(=[O:3])[CH3:2].[I-:12].[Na+].O, predict the reaction product.